Dataset: Forward reaction prediction with 1.9M reactions from USPTO patents (1976-2016). Task: Predict the product of the given reaction. Given the reactants [F:1][C:2]1[CH:7]=[CH:6][CH:5]=[C:4]([F:8])[C:3]=1[C:9]1[NH:10][C:11]2[C:17]([O:18][CH3:19])=[CH:16][CH:15]=[CH:14][C:12]=2[N:13]=1.[CH2:20](Br)[C:21]1[CH:26]=[CH:25][CH:24]=[CH:23][CH:22]=1, predict the reaction product. The product is: [CH2:20]([N:13]1[C:12]2[CH:14]=[CH:15][CH:16]=[C:17]([O:18][CH3:19])[C:11]=2[N:10]=[C:9]1[C:3]1[C:4]([F:8])=[CH:5][CH:6]=[CH:7][C:2]=1[F:1])[C:21]1[CH:26]=[CH:25][CH:24]=[CH:23][CH:22]=1.